Predict the product of the given reaction. From a dataset of Forward reaction prediction with 1.9M reactions from USPTO patents (1976-2016). (1) Given the reactants CC([CH2:5][N:6]([CH2:10][CH2:11][N:12]1[CH:16]=[C:15]([C:17]2[CH:18]=[C:19]3[C:24](=[CH:25][CH:26]=2)[N:23]([C:27](=[O:29])[CH3:28])[C@@H:22]([CH3:30])[CH2:21][C@H:20]3[NH:31][C:32]2[CH:37]=[CH:36][CH:35]=[C:34]([CH3:38])[N:33]=2)[CH:14]=[N:13]1)C(=O)[O-])(C)C.FC(F)(F)C(O)=O.[ClH:46].CCOCC, predict the reaction product. The product is: [ClH:46].[C:27]([N:23]1[C:24]2[C:19](=[CH:18][C:17]([C:15]3[CH:14]=[N:13][N:12]([CH2:11][CH2:10][NH:6][CH3:5])[CH:16]=3)=[CH:26][CH:25]=2)[C@H:20]([NH:31][C:32]2[CH:37]=[CH:36][CH:35]=[C:34]([CH3:38])[N:33]=2)[CH2:21][C@@H:22]1[CH3:30])(=[O:29])[CH3:28]. (2) Given the reactants [Cl:1][C:2]1[S:6][C:5]([C:7]([OH:9])=O)=[CH:4][CH:3]=1.C(N(CC)CC)C.F[P-](F)(F)(F)(F)F.N1(O[P+](N(C)C)(N(C)C)N(C)C)C2C=CC=CC=2N=N1.[Br:44][C:45]1[CH:46]=[CH:47][C:48]([N:51]2[CH:55]=[C:54]([CH2:56][NH2:57])[N:53]=[CH:52]2)=[N:49][CH:50]=1, predict the reaction product. The product is: [Br:44][C:45]1[CH:46]=[CH:47][C:48]([N:51]2[CH:55]=[C:54]([CH2:56][NH:57][C:7]([C:5]3[S:6][C:2]([Cl:1])=[CH:3][CH:4]=3)=[O:9])[N:53]=[CH:52]2)=[N:49][CH:50]=1. (3) The product is: [C:1]([O:5][C:6](=[O:19])[NH:7][CH2:8][CH2:9][CH2:10][CH2:11][CH2:12][C:13](=[O:14])[CH3:20])([CH3:2])([CH3:3])[CH3:4]. Given the reactants [C:1]([O:5][C:6](=[O:19])[NH:7][CH2:8][CH2:9][CH2:10][CH2:11][CH2:12][C:13](N(OC)C)=[O:14])([CH3:4])([CH3:3])[CH3:2].[CH3:20][Mg]Br, predict the reaction product. (4) Given the reactants [NH2:1][C:2]1[N:7]=[C:6]([N:8]2[CH2:22][CH2:21][C:11]3([CH2:15][NH:14][C@H:13]([C:16]([O:18]CC)=[O:17])[CH2:12]3)[CH2:10][CH2:9]2)[CH:5]=[C:4]([O:23][C@H:24]([C:29]2[CH:34]=[CH:33][C:32]([Cl:35])=[CH:31][C:30]=2[C:36]2[CH:41]=[CH:40][CH:39]=[C:38]([S:42](=[O:45])(=[O:44])[NH2:43])[CH:37]=2)[C:25]([F:28])([F:27])[F:26])[N:3]=1.[Li+].[OH-], predict the reaction product. The product is: [NH2:1][C:2]1[N:7]=[C:6]([N:8]2[CH2:9][CH2:10][C:11]3([CH2:15][NH:14][C@H:13]([C:16]([OH:18])=[O:17])[CH2:12]3)[CH2:21][CH2:22]2)[CH:5]=[C:4]([O:23][C@H:24]([C:29]2[CH:34]=[CH:33][C:32]([Cl:35])=[CH:31][C:30]=2[C:36]2[CH:41]=[CH:40][CH:39]=[C:38]([S:42](=[O:44])(=[O:45])[NH2:43])[CH:37]=2)[C:25]([F:28])([F:27])[F:26])[N:3]=1.